From a dataset of Peptide-MHC class I binding affinity with 185,985 pairs from IEDB/IMGT. Regression. Given a peptide amino acid sequence and an MHC pseudo amino acid sequence, predict their binding affinity value. This is MHC class I binding data. The MHC is HLA-A02:02 with pseudo-sequence HLA-A02:02. The peptide sequence is RRDYRRGL. The binding affinity (normalized) is 0.00726.